This data is from Full USPTO retrosynthesis dataset with 1.9M reactions from patents (1976-2016). The task is: Predict the reactants needed to synthesize the given product. (1) Given the product [CH3:20][C@H:21]1[NH:22][CH2:23][CH2:24][N:25]([C@@H:7]([C:1]2[CH:6]=[CH:5][CH:4]=[CH:3][CH:2]=2)[CH3:8])[CH2:26]1, predict the reactants needed to synthesize it. The reactants are: [C:1]1([C@@H:7](O)[CH3:8])[CH:6]=[CH:5][CH:4]=[CH:3][CH:2]=1.CS(Cl)(=O)=O.S([O-])(=O)(=O)C.[CH3:20][C@@H:21]1[CH2:26][NH:25][CH2:24][CH2:23][NH:22]1. (2) Given the product [CH2:64]([O:71][C:72]([C@H:74]1[CH2:78][CH2:77][CH2:76][C@@H:75]1[C:79]([N:11]1[CH2:10][CH2:9][N:8]([C:6]2[CH:5]=[CH:4][C:3]([NH:14][C:15]([C:17]3[N:18]=[C:19]([C:26]4[CH:27]=[CH:28][CH:29]=[CH:30][CH:31]=4)[O:20][C:21]=3[C:22]([F:25])([F:24])[F:23])=[O:16])=[C:2]([F:1])[CH:7]=2)[CH2:13][CH2:12]1)=[O:80])=[O:73])[C:65]1[CH:70]=[CH:69][CH:68]=[CH:67][CH:66]=1, predict the reactants needed to synthesize it. The reactants are: [F:1][C:2]1[CH:7]=[C:6]([N:8]2[CH2:13][CH2:12][NH:11][CH2:10][CH2:9]2)[CH:5]=[CH:4][C:3]=1[NH:14][C:15]([C:17]1[N:18]=[C:19]([C:26]2[CH:31]=[CH:30][CH:29]=[CH:28][CH:27]=2)[O:20][C:21]=1[C:22]([F:25])([F:24])[F:23])=[O:16].C1(C2OC(C(F)(F)F)=C(C(O)=O)N=2)C=CC=CC=1.NC1C=CC(N2CCNCC2)=CC=1F.[CH2:64]([O:71][C:72]([C@H:74]1[CH2:78][CH2:77][CH2:76][C@@H:75]1[C:79](O)=[O:80])=[O:73])[C:65]1[CH:70]=[CH:69][CH:68]=[CH:67][CH:66]=1.ON1C2C=CC=CC=2N=N1.Cl.C(N=C=NCCCN(C)C)C.C(N(CC)C(C)C)(C)C. (3) Given the product [C:24]([NH:27][CH2:28][C:29]1[CH:30]=[C:31]([NH:32]/[C:4](=[C:11]2\[C:12](=[O:23])[NH:13][C:14]3[C:19]\2=[CH:18][C:17]([N+:20]([O-:22])=[O:21])=[CH:16][CH:15]=3)/[C:5]2[CH:6]=[CH:7][CH:8]=[CH:9][CH:10]=2)[CH:33]=[CH:34][CH:35]=1)(=[O:26])[CH3:25], predict the reactants needed to synthesize it. The reactants are: C(O[C:4](=[C:11]1[C:19]2[C:14](=[CH:15][CH:16]=[C:17]([N+:20]([O-:22])=[O:21])[CH:18]=2)[NH:13][C:12]1=[O:23])[C:5]1[CH:10]=[CH:9][CH:8]=[CH:7][CH:6]=1)C.[C:24]([NH:27][CH2:28][C:29]1[CH:30]=[C:31]([CH:33]=[CH:34][CH:35]=1)[NH2:32])(=[O:26])[CH3:25]. (4) Given the product [Cl:1][C:2]1[C:11]([CH2:12][N:13]2[C:21]3[C:16](=[CH:17][CH:18]=[CH:19][CH:20]=3)[C:15]([C:22]3[N:27]=[C:26]([NH:28][C:29]4[CH:30]=[CH:31][N:32]=[CH:33][CH:34]=4)[C:25]([O:35][CH3:36])=[CH:24][N:23]=3)=[N:14]2)=[C:10]([Cl:37])[CH:9]=[CH:8][C:3]=1[C:4]([OH:6])=[O:5], predict the reactants needed to synthesize it. The reactants are: [Cl:1][C:2]1[C:11]([CH2:12][N:13]2[C:21]3[C:16](=[CH:17][CH:18]=[CH:19][CH:20]=3)[C:15]([C:22]3[N:27]=[C:26]([NH:28][C:29]4[CH:34]=[CH:33][N:32]=[CH:31][CH:30]=4)[C:25]([O:35][CH3:36])=[CH:24][N:23]=3)=[N:14]2)=[C:10]([Cl:37])[CH:9]=[CH:8][C:3]=1[C:4]([O:6]C)=[O:5].[OH-].[Na+]. (5) The reactants are: Cl[C:2]([O:4][CH2:5][C:6]1[CH:11]=[CH:10][CH:9]=[CH:8][CH:7]=1)=[O:3].[NH:12]1[CH2:16][CH2:15][CH2:14][CH:13]1[C:17]([OH:19])=[O:18]. Given the product [CH2:5]([O:4][C:2]([N:12]1[CH2:16][CH2:15][CH2:14][CH:13]1[C:17]([OH:19])=[O:18])=[O:3])[C:6]1[CH:11]=[CH:10][CH:9]=[CH:8][CH:7]=1, predict the reactants needed to synthesize it. (6) Given the product [Cl:24][C:12]1[CH:13]=[C:14]2[C:9](=[CH:10][CH:11]=1)[N:8]=[C:7]([CH:25]([CH3:26])[CH3:27])[C:6]([C:4]([OH:5])=[O:3])=[C:15]2[CH2:16][C:17]1[CH:22]=[CH:21][CH:20]=[CH:19][C:18]=1[Cl:23], predict the reactants needed to synthesize it. The reactants are: C([O:3][C:4]([C:6]1[C:7]([CH:25]([CH3:27])[CH3:26])=[N:8][C:9]2[C:14]([C:15]=1[CH2:16][C:17]1[CH:22]=[CH:21][CH:20]=[CH:19][C:18]=1[Cl:23])=[CH:13][C:12]([Cl:24])=[CH:11][CH:10]=2)=[O:5])C.[OH-].[Na+].